From a dataset of Full USPTO retrosynthesis dataset with 1.9M reactions from patents (1976-2016). Predict the reactants needed to synthesize the given product. Given the product [Br:3][C:4]1[N:5]=[C:6]2[CH:12]=[CH:11][N:10]([S:13]([C:16]3[CH:22]=[CH:21][C:19]([CH3:20])=[CH:18][CH:17]=3)(=[O:15])=[O:14])[C:7]2=[N:8][CH:9]=1, predict the reactants needed to synthesize it. The reactants are: [H-].[Na+].[Br:3][C:4]1[N:5]=[C:6]2[CH:12]=[CH:11][NH:10][C:7]2=[N:8][CH:9]=1.[S:13](Cl)([C:16]1[CH:22]=[CH:21][C:19]([CH3:20])=[CH:18][CH:17]=1)(=[O:15])=[O:14].